This data is from Catalyst prediction with 721,799 reactions and 888 catalyst types from USPTO. The task is: Predict which catalyst facilitates the given reaction. (1) Reactant: [O:1]=[C:2]1[N:8]2[CH2:9][C@H:10](C3C=C([N+]([O-])=O)C=CC=3C([O-])=O)[CH2:11][C@H:7]2[CH2:6][N:5]([C:24]2[CH:29]=[CH:28][C:27]([C:30]([F:33])([F:32])[F:31])=[CH:26][N:25]=2)[CH2:4][CH2:3]1.C(=O)([O-])[O-:35].[K+].[K+].C(OCC)(=O)C.CO. Product: [OH:35][C@@H:10]1[CH2:9][N:8]2[C:2](=[O:1])[CH2:3][CH2:4][N:5]([C:24]3[CH:29]=[CH:28][C:27]([C:30]([F:31])([F:32])[F:33])=[CH:26][N:25]=3)[CH2:6][C@@H:7]2[CH2:11]1. The catalyst class is: 5. (2) Reactant: [CH:1]([C:3]1[C:20]([OH:21])=[CH:19][CH:18]=[CH:17][C:4]=1[O:5][CH2:6][C@@H:7]1[CH2:12][CH2:11][C@H:10]([C:13]([O:15]C)=[O:14])[CH2:9][CH2:8]1)=[O:2].[OH-].[Na+]. Product: [CH:1]([C:3]1[C:20]([OH:21])=[CH:19][CH:18]=[CH:17][C:4]=1[O:5][CH2:6][C@@H:7]1[CH2:8][CH2:9][C@H:10]([C:13]([OH:15])=[O:14])[CH2:11][CH2:12]1)=[O:2]. The catalyst class is: 5. (3) Reactant: [C:1]1([NH:7][CH2:8][CH2:9][NH2:10])[CH:6]=[CH:5][CH:4]=[CH:3][CH:2]=1.[C:11](O[C:11](=[O:15])[C:12]([CH3:14])=[CH2:13])(=[O:15])[C:12]([CH3:14])=[CH2:13].[K+].[Br-]. Product: [C:11]([NH:10][CH2:9][CH2:8][NH:7][C:1]1[CH:6]=[CH:5][CH:4]=[CH:3][CH:2]=1)(=[O:15])[C:12]([CH3:14])=[CH2:13]. The catalyst class is: 5. (4) Reactant: I[C:2]1[C:3]([CH3:13])=[N:4][C:5]([O:11][CH3:12])=[C:6]([C:9]=1[CH3:10])[C:7]#[N:8].[C:14]1(B(O)O)[CH:19]=[CH:18][CH:17]=[CH:16][CH:15]=1.C(=O)([O-])[O-].[K+].[K+].C1(C)C=CC=CC=1. Product: [CH3:12][O:11][C:5]1[N:4]=[C:3]([CH3:13])[C:2]([C:14]2[CH:19]=[CH:18][CH:17]=[CH:16][CH:15]=2)=[C:9]([CH3:10])[C:6]=1[C:7]#[N:8]. The catalyst class is: 461.